This data is from Full USPTO retrosynthesis dataset with 1.9M reactions from patents (1976-2016). The task is: Predict the reactants needed to synthesize the given product. (1) Given the product [C:24]([C:28]1[CH:29]=[C:30]2[C:35](=[CH:36][CH:37]=1)[C:34](=[O:39])[N:33]([C:40]1[C:41]([CH2:42][OH:43])=[C:44]([C:2]3[CH:3]=[C:4]([NH:10][C:11]4[CH:16]=[C:15]5[CH2:14][N:6]([CH3:8])[CH2:5][CH2:4][N:10]5[N:12]=4)[C:5](=[O:9])[N:6]([CH3:8])[N:7]=3)[CH:45]=[CH:46][N:47]=1)[N:32]=[CH:31]2)([CH3:27])([CH3:26])[CH3:25], predict the reactants needed to synthesize it. The reactants are: Cl[C:2]1[CH:3]=[C:4]([NH:10][C:11]2[CH:16]=[CH:15][C:14](C3CCN(C)CC3)=C[N:12]=2)[C:5](=[O:9])[N:6]([CH3:8])[N:7]=1.[C:24]([C:28]1[CH:29]=[C:30]2[C:35](=[C:36](F)[CH:37]=1)[C:34](=[O:39])[N:33]([C:40]1[N:47]=[CH:46][CH:45]=[C:44](I)[C:41]=1[CH:42]=[O:43])[N:32]=[CH:31]2)([CH3:27])([CH3:26])[CH3:25]. (2) Given the product [OH:4][C:5]1[CH:10]=[CH:9][CH:8]=[CH:7][C:6]=1[C:11]([NH:25][C:24]([CH3:26])([CH3:23])[C:27]([O:29][CH3:14])=[O:28])=[O:12], predict the reactants needed to synthesize it. The reactants are: C([O:4][C:5]1[CH:10]=[CH:9][CH:8]=[CH:7][C:6]=1[C:11](Cl)=[O:12])(=O)C.[CH2:14](N(C(C)C)C(C)C)C.[CH3:23][C:24]([C:27]([OH:29])=[O:28])([CH3:26])[NH2:25]. (3) Given the product [CH3:17][C:14]([CH3:15])([CH3:16])[CH2:13][NH:12][C:10]([C:8]1[CH:9]=[C:4]([C:2]([NH2:1])=[O:3])[C:5]([C:18]2[C:23]([CH3:24])=[C:22]([F:25])[CH:21]=[C:20]([C:26]([NH:60][C@H:61]([CH3:64])[CH2:62][OH:63])=[O:28])[CH:19]=2)=[CH:6][CH:7]=1)=[O:11], predict the reactants needed to synthesize it. The reactants are: [NH2:1][C:2]([C:4]1[CH:9]=[C:8]([C:10]([NH:12][CH2:13][C:14]([CH3:17])([CH3:16])[CH3:15])=[O:11])[CH:7]=[CH:6][C:5]=1[C:18]1[C:23]([CH3:24])=[C:22]([F:25])[CH:21]=[C:20]([C:26]([OH:28])=O)[CH:19]=1)=[O:3].CN(C(ON1N=NC2C=CC=CC1=2)=[N+](C)C)C.F[P-](F)(F)(F)(F)F.CCN(CC)CC.[NH2:60][C@H:61]([CH3:64])[CH2:62][OH:63]. (4) Given the product [Cl:10][C:11]1[CH:20]=[CH:19][C:14]([C:15]2[O:5][N:4]=[C:1]([CH3:2])[N:3]=2)=[CH:13][C:12]=1[CH2:21][N:22]1[CH:26]=[CH:25][C:24]([NH:27][C:28](=[O:29])[C:30]2[C:31]([F:37])=[CH:32][CH:33]=[CH:34][C:35]=2[F:36])=[N:23]1, predict the reactants needed to synthesize it. The reactants are: [C:1](=[N:4][OH:5])([NH2:3])[CH3:2].[O-]CC.[Na+].[Cl:10][C:11]1[CH:20]=[CH:19][C:14]([C:15](OC)=O)=[CH:13][C:12]=1[CH2:21][N:22]1[CH:26]=[CH:25][C:24]([NH:27][C:28]([C:30]2[C:35]([F:36])=[CH:34][CH:33]=[CH:32][C:31]=2[F:37])=[O:29])=[N:23]1. (5) Given the product [F:17][C:14]1[CH:15]=[CH:16][C:11]([CH2:10][NH:9][C:7](=[O:8])[C:6]2[C:18]([OH:19])=[C:2]([O:22][CH3:21])[C:3]([CH3:20])=[N:4][CH:5]=2)=[CH:12][CH:13]=1, predict the reactants needed to synthesize it. The reactants are: Br[C:2]1[C:3]([CH3:20])=[N:4][CH:5]=[C:6]([C:18]=1[OH:19])[C:7]([NH:9][CH2:10][C:11]1[CH:16]=[CH:15][C:14]([F:17])=[CH:13][CH:12]=1)=[O:8].[CH3:21][O-:22].[Na+].CO. (6) Given the product [F:28][C:15]1([CH2:14][O:13][C:4]2[C:3]([CH3:29])=[C:2]([NH:1][C:39]([NH:54][CH2:53][C:51]3[CH:52]=[C:47]([CH2:46][O:45][CH3:44])[CH:48]=[CH:49][C:50]=3[O:55][C:56]([F:57])([F:58])[F:59])=[O:40])[N:6]([C:7]3[CH:12]=[CH:11][CH:10]=[CH:9][CH:8]=3)[N:5]=2)[CH2:20][CH2:19][N:18]([C:21]([O:23][C:24]([CH3:25])([CH3:26])[CH3:27])=[O:22])[CH2:17][CH2:16]1, predict the reactants needed to synthesize it. The reactants are: [NH2:1][C:2]1[N:6]([C:7]2[CH:12]=[CH:11][CH:10]=[CH:9][CH:8]=2)[N:5]=[C:4]([O:13][CH2:14][C:15]2([F:28])[CH2:20][CH2:19][N:18]([C:21]([O:23][C:24]([CH3:27])([CH3:26])[CH3:25])=[O:22])[CH2:17][CH2:16]2)[C:3]=1[CH3:29].C1(C2C=CC([CH2:39][O:40]C)=CC=2CN)CC1.[CH3:44][O:45][CH2:46][C:47]1[CH:48]=[CH:49][C:50]([O:55][C:56]([F:59])([F:58])[F:57])=[C:51]([CH2:53][NH2:54])[CH:52]=1. (7) Given the product [C:25]1([C@H:31]([NH2:33])[CH3:32])[CH:30]=[CH:29][CH:28]=[CH:27][CH:26]=1.[CH2:18]([N:8]([CH2:1][C:2]1[CH:7]=[CH:6][CH:5]=[CH:4][CH:3]=1)[C@@H:9]1[CH2:13][C@H:12]([C:14]([OH:16])=[O:15])[C@H:11]([CH3:17])[CH2:10]1)[C:19]1[CH:20]=[CH:21][CH:22]=[CH:23][CH:24]=1, predict the reactants needed to synthesize it. The reactants are: [CH2:1]([N:8]([CH2:18][C:19]1[CH:24]=[CH:23][CH:22]=[CH:21][CH:20]=1)[CH:9]1[CH2:13][CH:12]([C:14]([OH:16])=[O:15])[CH:11]([CH3:17])[CH2:10]1)[C:2]1[CH:7]=[CH:6][CH:5]=[CH:4][CH:3]=1.[C:25]1([C@H:31]([NH2:33])[CH3:32])[CH:30]=[CH:29][CH:28]=[CH:27][CH:26]=1. (8) Given the product [C:1]([O:5][C:6](=[O:17])[NH:7][CH:8]1[CH2:9][CH2:10][N:11]([CH2:14][CH2:15][O:16][C:24]2[CH:25]=[N:26][C:27]3[C:22]([CH:23]=2)=[N:21][C:20]([O:19][CH3:18])=[CH:29][CH:28]=3)[CH2:12][CH2:13]1)([CH3:4])([CH3:2])[CH3:3], predict the reactants needed to synthesize it. The reactants are: [C:1]([O:5][C:6](=[O:17])[NH:7][CH:8]1[CH2:13][CH2:12][N:11]([CH2:14][CH2:15][OH:16])[CH2:10][CH2:9]1)([CH3:4])([CH3:3])[CH3:2].[CH3:18][O:19][C:20]1[N:21]=[C:22]2[C:27](=[CH:28][CH:29]=1)[N:26]=[CH:25][C:24](O)=[CH:23]2.C1(P(C2C=CC=CC=2)C2C=CC=CC=2)C=CC=CC=1.N(C(OC(C)C)=O)=NC(OC(C)C)=O. (9) The reactants are: [NH2:1][C:2]1[CH:3]=[C:4]([CH2:11][N:12]2[CH2:17][CH2:16][N:15](C(OC(C)(C)C)=O)[CH:14]([CH3:25])[CH2:13]2)[C:5]2[O:9][CH:8]=[CH:7][C:6]=2[CH:10]=1.[Cl:26][C:27]1[CH:32]=[CH:31][CH:30]=[CH:29][C:28]=1[S:33](Cl)(=[O:35])=[O:34]. Given the product [ClH:26].[ClH:26].[Cl:26][C:27]1[CH:32]=[CH:31][CH:30]=[CH:29][C:28]=1[S:33]([NH:1][C:2]1[CH:3]=[C:4]([CH2:11][N:12]2[CH2:17][CH2:16][NH:15][CH:14]([CH3:25])[CH2:13]2)[C:5]2[O:9][CH:8]=[CH:7][C:6]=2[CH:10]=1)(=[O:35])=[O:34], predict the reactants needed to synthesize it. (10) Given the product [Cl:15][C:16]1[CH:17]=[C:18]([NH:22][C:23]([N:6]2[CH2:7][CH2:8][C:9]3[NH:1][N:2]=[C:3]([C:10]4[S:11][CH:12]=[CH:13][N:14]=4)[C:4]=3[CH2:5]2)=[O:24])[CH:19]=[CH:20][CH:21]=1, predict the reactants needed to synthesize it. The reactants are: [NH:1]1[C:9]2[CH2:8][CH2:7][NH:6][CH2:5][C:4]=2[C:3]([C:10]2[S:11][CH:12]=[CH:13][N:14]=2)=[N:2]1.[Cl:15][C:16]1[CH:17]=[C:18]([NH:22][C:23](=O)[O:24]C2C=CC=CC=2)[CH:19]=[CH:20][CH:21]=1.